From a dataset of Forward reaction prediction with 1.9M reactions from USPTO patents (1976-2016). Predict the product of the given reaction. (1) Given the reactants C1(COC(=O)[NH:10][C@@H:11]([CH2:27][CH:28]2[CH2:33][CH2:32][CH2:31][CH2:30][CH2:29]2)[C:12]([NH:14][CH2:15][CH2:16][CH2:17][N:18]([C:20]([O:22][C:23]([CH3:26])([CH3:25])[CH3:24])=[O:21])[CH3:19])=[O:13])C=CC=CC=1, predict the reaction product. The product is: [CH:28]1([CH2:27][C@@H:11]([C:12]([NH:14][CH2:15][CH2:16][CH2:17][N:18]([CH3:19])[C:20](=[O:21])[O:22][C:23]([CH3:24])([CH3:25])[CH3:26])=[O:13])[NH2:10])[CH2:33][CH2:32][CH2:31][CH2:30][CH2:29]1. (2) The product is: [O:4]1[CH2:3][CH2:2][N:1]([C:7]2[CH:12]=[C:11]([NH2:13])[C:10]([NH2:14])=[CH:9][CH:8]=2)[CH2:6][CH2:5]1. Given the reactants [N:1]1([C:7]2[CH:8]=[CH:9][C:10]([N+:14]([O-])=O)=[C:11]([NH2:13])[CH:12]=2)[CH2:6][CH2:5][O:4][CH2:3][CH2:2]1, predict the reaction product. (3) Given the reactants [SH:1][C:2]1[N:7]([CH2:8][CH:9]([CH3:11])[CH3:10])[C:6](=[O:12])[N:5]([CH3:13])[C:4](=[O:14])[CH:3]=1.Br[CH:16]([CH3:23])[C:17](=O)[C:18]([O:20][CH3:21])=[O:19], predict the reaction product. The product is: [CH3:13][N:5]1[C:4](=[O:14])[C:3]2[C:17]([C:18]([O:20][CH3:21])=[O:19])=[C:16]([CH3:23])[S:1][C:2]=2[N:7]([CH2:8][CH:9]([CH3:11])[CH3:10])[C:6]1=[O:12].